Task: Predict the product of the given reaction.. Dataset: Forward reaction prediction with 1.9M reactions from USPTO patents (1976-2016) The product is: [F:28][C:2]([F:1])([F:29])[C:3]1[CH:27]=[CH:26][C:6]([CH2:7][NH:8][C:9]2[CH:10]=[CH:11][C:12]([O:15][C:16]3[CH:25]=[CH:24][C:19]([C:20]([O:22][CH3:23])=[O:21])=[CH:18][CH:17]=3)=[N:13][CH:14]=2)=[CH:5][CH:4]=1. Given the reactants [F:1][C:2]([F:29])([F:28])[C:3]1[CH:27]=[CH:26][C:6]([CH:7]=[N:8][C:9]2[CH:10]=[CH:11][C:12]([O:15][C:16]3[CH:25]=[CH:24][C:19]([C:20]([O:22][CH3:23])=[O:21])=[CH:18][CH:17]=3)=[N:13][CH:14]=2)=[CH:5][CH:4]=1.[BH4-].[Na+], predict the reaction product.